Dataset: Forward reaction prediction with 1.9M reactions from USPTO patents (1976-2016). Task: Predict the product of the given reaction. (1) Given the reactants [F:1][C:2]([F:34])([F:33])[C:3]1[CH:4]=[C:5]([C@H:13]([O:15][C@H:16]2[O:21][CH2:20][C@H:19]([CH2:22]O)[C@@H:18]([CH2:24]O)[C@@H:17]2[C:26]2[CH:31]=[CH:30][C:29]([F:32])=[CH:28][CH:27]=2)[CH3:14])[CH:6]=[C:7]([C:9]([F:12])([F:11])[F:10])[CH:8]=1.C(N(CC)CC)C.CS(Cl)(=O)=O.[CH2:47]([NH2:54])[C:48]1[CH:53]=[CH:52][CH:51]=[CH:50][CH:49]=1, predict the reaction product. The product is: [CH2:47]([N:54]1[CH2:24][C@H:18]2[C@H:17]([C:26]3[CH:31]=[CH:30][C:29]([F:32])=[CH:28][CH:27]=3)[C@@H:16]([O:15][C@@H:13]([C:5]3[CH:4]=[C:3]([C:2]([F:1])([F:34])[F:33])[CH:8]=[C:7]([C:9]([F:10])([F:12])[F:11])[CH:6]=3)[CH3:14])[O:21][CH2:20][C@@H:19]2[CH2:22]1)[C:48]1[CH:53]=[CH:52][CH:51]=[CH:50][CH:49]=1. (2) Given the reactants C([O:5][C:6]([C:8]1[S:12][C:11]([N:13]2[CH2:18][CH2:17][N:16]([S:19]([C:22]3[CH:27]=[CH:26][C:25]([C:28]([F:31])([F:30])[F:29])=[CH:24][CH:23]=3)(=[O:21])=[O:20])[C@@H:15]([C:32](=[O:44])[NH:33][CH2:34][C:35]3[CH:40]=[CH:39][C:38]([CH:41]([CH3:43])[CH3:42])=[CH:37][CH:36]=3)[CH2:14]2)=[N:10][C:9]=1[CH3:45])=[O:7])(C)(C)C, predict the reaction product. The product is: [CH:41]([C:38]1[CH:37]=[CH:36][C:35]([CH2:34][NH:33][C:32]([C@@H:15]2[N:16]([S:19]([C:22]3[CH:23]=[CH:24][C:25]([C:28]([F:31])([F:30])[F:29])=[CH:26][CH:27]=3)(=[O:21])=[O:20])[CH2:17][CH2:18][N:13]([C:11]3[S:12][C:8]([C:6]([OH:7])=[O:5])=[C:9]([CH3:45])[N:10]=3)[CH2:14]2)=[O:44])=[CH:40][CH:39]=1)([CH3:43])[CH3:42]. (3) The product is: [CH2:1]([O:7][CH2:8][CH2:9][CH2:10][CH2:11][CH2:12][CH2:13][CH2:14][CH2:15][N:16]1[C:20]2=[N:21][CH:22]=[CH:23][CH:24]=[C:19]2[N:18]=[CH:17]1)[CH2:2][CH2:3][CH2:4][CH2:5][CH3:6]. Given the reactants [CH2:1]([O:7][CH2:8][CH2:9][CH2:10][CH2:11][CH2:12][CH2:13][CH2:14][CH2:15][N:16]1[C:24]2[CH:23]=[CH:22][N:21]=[CH:20][C:19]=2[N:18]=[CH:17]1)[CH2:2][CH2:3][CH2:4][CH2:5][CH3:6].ClC1C([N+]([O-])=O)=CC=CN=1.C(OCCCCCCCCN)CCCCC.C1(P(Cl)(Cl)=O)C=CC=CC=1, predict the reaction product. (4) Given the reactants Cl.[NH2:2][C@@H:3]1[CH2:8][CH2:7][C@H:6]([NH:9][C:10]([C:12]2[C:16]3[N:17]=[CH:18][N:19]=[C:20]([C:21]4[CH:26]=[C:25]([F:27])[C:24]([O:28][CH3:29])=[CH:23][C:22]=4[O:30][CH2:31][CH:32]4[CH2:34][CH2:33]4)[C:15]=3[NH:14][C:13]=2[CH3:35])=[O:11])[CH2:5][CH2:4]1.Cl[C:37]([O:39][CH2:40][CH3:41])=[O:38], predict the reaction product. The product is: [CH:32]1([CH2:31][O:30][C:22]2[CH:23]=[C:24]([O:28][CH3:29])[C:25]([F:27])=[CH:26][C:21]=2[C:20]2[C:15]3[NH:14][C:13]([CH3:35])=[C:12]([C:10]([NH:9][C@@H:6]4[CH2:7][CH2:8][C@H:3]([NH:2][C:37](=[O:38])[O:39][CH2:40][CH3:41])[CH2:4][CH2:5]4)=[O:11])[C:16]=3[N:17]=[CH:18][N:19]=2)[CH2:34][CH2:33]1. (5) Given the reactants C([O:3][C:4]([C:6]1[S:7][C:8]2[CH:20]=[CH:19][C:18]([NH:21][S:22]([C:25]3[CH:30]=[CH:29][C:28]([C:31]([CH3:34])([CH3:33])[CH3:32])=[CH:27][CH:26]=3)(=[O:24])=[O:23])=[CH:17][C:9]=2[C:10]=1[C:11]1[CH:16]=[CH:15][CH:14]=[CH:13][CH:12]=1)=[O:5])C.[OH-].[Na+], predict the reaction product. The product is: [C:31]([C:28]1[CH:27]=[CH:26][C:25]([S:22]([NH:21][C:18]2[CH:19]=[CH:20][C:8]3[S:7][C:6]([C:4]([OH:5])=[O:3])=[C:10]([C:11]4[CH:16]=[CH:15][CH:14]=[CH:13][CH:12]=4)[C:9]=3[CH:17]=2)(=[O:23])=[O:24])=[CH:30][CH:29]=1)([CH3:34])([CH3:32])[CH3:33]. (6) Given the reactants [C:1]([NH:4][C@@H:5]([CH3:16])[CH2:6][O:7][C:8]1[CH:12]=[C:11]([C:13]([OH:15])=O)[O:10][N:9]=1)(=[O:3])[CH3:2].[NH2:17][C:18]1[CH:23]=[CH:22][C:21]([O:24][CH2:25][CH:26]2[CH2:28][CH2:27]2)=[CH:20][C:19]=1[S:29][CH2:30][CH2:31][C:32]([O:34][CH2:35][CH:36]([CH2:41][CH3:42])[CH2:37][CH2:38][CH2:39][CH3:40])=[O:33], predict the reaction product. The product is: [C:1]([NH:4][C@@H:5]([CH3:16])[CH2:6][O:7][C:8]1[CH:12]=[C:11]([C:13]([NH:17][C:18]2[CH:23]=[CH:22][C:21]([O:24][CH2:25][CH:26]3[CH2:27][CH2:28]3)=[CH:20][C:19]=2[S:29][CH2:30][CH2:31][C:32]([O:34][CH2:35][CH:36]([CH2:41][CH3:42])[CH2:37][CH2:38][CH2:39][CH3:40])=[O:33])=[O:15])[O:10][N:9]=1)(=[O:3])[CH3:2]. (7) The product is: [CH2:24]([O:23][C:22](=[O:26])[O:21][C:17]1[C:16]2[N:15]=[CH:14][CH:13]=[N:12][C:11]=2[C:10]([O:27][CH:37]([C:31]2[CH:36]=[CH:35][CH:34]=[CH:33][CH:32]=2)[C:40]2[CH:45]=[CH:44][CH:43]=[CH:42][CH:41]=2)=[C:9]2[C:8](=[O:28])[N:7]([CH2:6][C:5]3[CH:4]=[CH:3][C:2]([F:1])=[CH:30][CH:29]=3)[C:19](=[O:20])[C:18]=12)[CH3:25]. Given the reactants [F:1][C:2]1[CH:30]=[CH:29][C:5]([CH2:6][N:7]2[C:19](=[O:20])[C:18]3[C:9](=[C:10]([OH:27])[C:11]4[N:12]=[CH:13][CH:14]=[N:15][C:16]=4[C:17]=3[O:21][C:22](=[O:26])[O:23][CH2:24][CH3:25])[C:8]2=[O:28])=[CH:4][CH:3]=1.[C:31]1([C:37]([C:40]2[CH:45]=[CH:44][CH:43]=[CH:42][CH:41]=2)=[N+]=[N-])[CH:36]=[CH:35][CH:34]=[CH:33][CH:32]=1, predict the reaction product. (8) Given the reactants [CH3:1][N:2]([CH2:12][C:13]1[N:14]=[C:15]([NH:18]C(=O)OC(C)(C)C)[S:16][CH:17]=1)[C:3]([C:5]1[C:6]([CH3:11])=[N:7][CH:8]=[CH:9][N:10]=1)=[O:4].Cl, predict the reaction product. The product is: [NH2:18][C:15]1[S:16][CH:17]=[C:13]([CH2:12][N:2]([CH3:1])[C:3]([C:5]2[C:6]([CH3:11])=[N:7][CH:8]=[CH:9][N:10]=2)=[O:4])[N:14]=1.